This data is from Experimentally validated miRNA-target interactions with 360,000+ pairs, plus equal number of negative samples. The task is: Binary Classification. Given a miRNA mature sequence and a target amino acid sequence, predict their likelihood of interaction. The miRNA is hsa-miR-1283 with sequence UCUACAAAGGAAAGCGCUUUCU. The protein sequence of the target gene is MLMAGQRGAWTMGDVVEKSLEGPLAPSTDEPSQKTGDLVEILNGEKVKFDDAGLSLILQNGLETLRMENALTDVILCVDIQEFSCHRVVLAAASNYFRAMFCNDLKEKYEKRIIIKGVDAETMHTLLDYTYTSKALITKQNVQRVLEAANLFQFLRMVDACASFLTEALNPENCVGILRLADTHSLDSLKKQVQSYIIQNFVQILNSEEFLDLPVDTLHHILKSDDLYVTEEAQVFETVMSWVRHKPSERLCLLPYVLENVRLPLLDPWYFVETVEADPLIRQCPEVFPLLQEARMYHLS.... Result: 0 (no interaction).